This data is from Reaction yield outcomes from USPTO patents with 853,638 reactions. The task is: Predict the reaction yield, written as a fraction of the theoretical maximum amount of product (1.0 means a 100% yield; for example, 0.34 means a 34% yield). (1) The reactants are I[CH2:2][CH2:3][N:4]1[CH2:9][CH2:8][CH2:7][C@@H:6]([NH:10][C:11](=[O:17])[O:12][C:13]([CH3:16])([CH3:15])[CH3:14])[CH2:5]1.[Cl:18][C:19]1[C:24]([O:25][CH3:26])=[CH:23][C:22]([O:27][CH3:28])=[C:21]([Cl:29])[C:20]=1[C:30]1[C:41](=[O:42])[NH:40][C:33]2[N:34]=[C:35]([S:38][CH3:39])[N:36]=[CH:37][C:32]=2[CH:31]=1.C([O-])([O-])=O.[K+].[K+]. The catalyst is CC(C)=O. The product is [Cl:18][C:19]1[C:24]([O:25][CH3:26])=[CH:23][C:22]([O:27][CH3:28])=[C:21]([Cl:29])[C:20]=1[C:30]1[C:41](=[O:42])[N:40]([CH2:2][CH2:3][N:4]2[CH2:9][CH2:8][CH2:7][C@@H:6]([NH:10][C:11](=[O:17])[O:12][C:13]([CH3:16])([CH3:15])[CH3:14])[CH2:5]2)[C:33]2[N:34]=[C:35]([S:38][CH3:39])[N:36]=[CH:37][C:32]=2[CH:31]=1. The yield is 0.690. (2) The reactants are [C:1]1([C@@H:7]([C@H:9]2[O:14][CH2:13][CH2:12][N:11]([CH2:15][C:16]3[CH:21]=[CH:20][CH:19]=[CH:18][CH:17]=3)[CH2:10]2)O)[CH:6]=[CH:5][CH:4]=[CH:3][CH:2]=1.[Br-:22].[Br-].C1(P(C2C=CC=CC=2)C2C=CC=CC=2)C=CC=CC=1. The catalyst is C(Cl)(Cl)Cl. The product is [Br:22][C@H:7]([C:1]1[CH:6]=[CH:5][CH:4]=[CH:3][CH:2]=1)[C@H:9]1[O:14][CH2:13][CH2:12][N:11]([CH2:15][C:16]2[CH:21]=[CH:20][CH:19]=[CH:18][CH:17]=2)[CH2:10]1. The yield is 0.810. (3) The reactants are [F:1][C:2]1[CH:7]=[CH:6][C:5]([C:8]2[C:16]3[C:11](=[CH:12][CH:13]=[C:14]([C:17]4[NH:18][C:19]([C:22]5[CH:27]=[CH:26][C:25]([N+:28]([O-])=O)=[CH:24][CH:23]=5)=[N:20][N:21]=4)[CH:15]=3)[NH:10][N:9]=2)=[CH:4][CH:3]=1. The catalyst is C(OCC)(=O)C. The product is [F:1][C:2]1[CH:7]=[CH:6][C:5]([C:8]2[C:16]3[C:11](=[CH:12][CH:13]=[C:14]([C:17]4[NH:18][C:19]([C:22]5[CH:27]=[CH:26][C:25]([NH2:28])=[CH:24][CH:23]=5)=[N:20][N:21]=4)[CH:15]=3)[NH:10][N:9]=2)=[CH:4][CH:3]=1. The yield is 0.260. (4) The reactants are Cl.Cl.[NH2:3][C:4]1[NH:5][C:6]2[NH:7][CH2:8][CH:9]([CH:15]([OH:19])[CH:16]([OH:18])[CH3:17])[NH:10][C:11]=2[C:12](=[O:14])[N:13]=1.C(O[C:24](=[O:26])[CH3:25])(=O)C. The catalyst is C(O)(=O)C. The product is [C:12]([O:18][CH:16]([CH3:17])[CH:15]([O:19][C:24](=[O:26])[CH3:25])[CH:9]1[CH2:8][NH:7][C:6]2[N:5]=[C:4]([NH2:3])[NH:13][C:12](=[O:14])[C:11]=2[N:10]1[C:16](=[O:18])[CH3:15])(=[O:14])[CH3:11]. The yield is 0.820. (5) The reactants are [C:1]([C:5]1[C:6](=[O:16])[C:7](=[O:15])[CH:8]=[C:9]([C:11]([CH3:14])([CH3:13])[CH3:12])[CH:10]=1)([CH3:4])([CH3:3])[CH3:2].[N+:17]([O-])([OH:19])=[O:18].O. The catalyst is C(O)(=O)C. The product is [C:11]([C:9]1[CH:10]=[C:5]([C:1]([CH3:4])([CH3:2])[CH3:3])[C:6](=[O:16])[C:7](=[O:15])[C:8]=1[N+:17]([O-:19])=[O:18])([CH3:14])([CH3:13])[CH3:12]. The yield is 0.240. (6) The reactants are [OH-].[K+].[C:3]([O:7][C@@H:8]([C:15]1[C:16]([CH3:47])=[N:17][C:18]([CH3:46])=[C:19]([C:30]2[CH:35]=[CH:34][C:33]([O:36][CH2:37][CH2:38][C:39]3[CH:44]=[CH:43][C:42]([F:45])=[CH:41][CH:40]=3)=[CH:32][CH:31]=2)[C:20]=1[N:21]1[CH2:26][CH2:25][C:24]([C:28]#[N:29])([CH3:27])[CH2:23][CH2:22]1)[C:9]([O:11]C(C)C)=[O:10])([CH3:6])([CH3:5])[CH3:4].Cl. The catalyst is C(O)C. The product is [C:3]([O:7][C@@H:8]([C:15]1[C:16]([CH3:47])=[N:17][C:18]([CH3:46])=[C:19]([C:30]2[CH:31]=[CH:32][C:33]([O:36][CH2:37][CH2:38][C:39]3[CH:44]=[CH:43][C:42]([F:45])=[CH:41][CH:40]=3)=[CH:34][CH:35]=2)[C:20]=1[N:21]1[CH2:22][CH2:23][C:24]([C:28]#[N:29])([CH3:27])[CH2:25][CH2:26]1)[C:9]([OH:11])=[O:10])([CH3:6])([CH3:5])[CH3:4]. The yield is 0.190. (7) The reactants are [Cl:1][C:2]1[CH:7]=[C:6]([N+:8]([O-:10])=[O:9])[CH:5]=[C:4]([Cl:11])[C:3]=1F.[CH2:13]1[C:16]2([CH2:19][NH:18][CH2:17]2)[CH2:15][N:14]1[C:20]([O:22][C:23]([CH3:26])([CH3:25])[CH3:24])=[O:21].C([O-])([O-])=O.[Cs+].[Cs+].CN(C=O)C. The catalyst is O.CCOC(C)=O. The product is [C:23]([O:22][C:20]([N:14]1[CH2:15][C:16]2([CH2:17][N:18]([C:3]3[C:2]([Cl:1])=[CH:7][C:6]([N+:8]([O-:10])=[O:9])=[CH:5][C:4]=3[Cl:11])[CH2:19]2)[CH2:13]1)=[O:21])([CH3:26])([CH3:24])[CH3:25]. The yield is 1.00. (8) The reactants are [OH:1][C:2]1[CH:11]=[C:10]2[C:5]([C:6]([O:12][C:13]3[CH:14]=[C:15]4[C:19](=[CH:20][CH:21]=3)[NH:18][C:17]([CH3:22])=[CH:16]4)=[N:7][CH:8]=[N:9]2)=[CH:4][C:3]=1[O:23][CH3:24].C(=O)([O-])[O-].[K+].[K+].[CH3:31][N:32]1[CH2:37][CH2:36][CH:35]([CH2:38]C2(S([O-])(=O)=O)C=CC(C)=CC2)[CH2:34][C:33]1=[O:50]. The catalyst is CN(C=O)C.CC(C)=O. The product is [CH3:24][O:23][C:3]1[CH:4]=[C:5]2[C:10](=[CH:11][C:2]=1[O:1][CH2:38][CH:35]1[CH2:36][CH2:37][N:32]([CH3:31])[C:33](=[O:50])[CH2:34]1)[N:9]=[CH:8][N:7]=[C:6]2[O:12][C:13]1[CH:14]=[C:15]2[C:19](=[CH:20][CH:21]=1)[NH:18][C:17]([CH3:22])=[CH:16]2. The yield is 0.170.